Dataset: Reaction yield outcomes from USPTO patents with 853,638 reactions. Task: Predict the reaction yield, written as a fraction of the theoretical maximum amount of product (1.0 means a 100% yield; for example, 0.34 means a 34% yield). (1) The reactants are [N:1]1[CH:6]=[CH:5][CH:4]=[C:3]([NH2:7])[C:2]=1[NH2:8].Cl.C(O[C:13](=N)[CH2:14][CH:15]1[CH2:20][CH2:19][N:18]([C:21]([O:23][CH2:24][CH3:25])=[O:22])[CH2:17][CH2:16]1)C. The catalyst is CO. The product is [NH:7]1[C:3]2[C:2](=[N:1][CH:6]=[CH:5][CH:4]=2)[N:8]=[C:13]1[CH2:14][CH:15]1[CH2:16][CH2:17][N:18]([C:21]([O:23][CH2:24][CH3:25])=[O:22])[CH2:19][CH2:20]1. The yield is 0.520. (2) The reactants are C1(P(C2C=CC=CC=2)C2C=CC=CC=2)C=CC=CC=1.N(C(OCC)=O)=NC(OCC)=O.[OH:32][C:33]1[CH:34]=[C:35]([CH:40]=[CH:41][C:42]=1[N+:43]([O-:45])=[O:44])[C:36]([O:38][CH3:39])=[O:37].[CH3:46][C:47](=[CH2:50])[CH2:48]O.Cl. The catalyst is O1CCCC1.O. The product is [CH3:48][C:47](=[CH2:46])[CH2:50][O:32][C:33]1[CH:34]=[C:35]([CH:40]=[CH:41][C:42]=1[N+:43]([O-:45])=[O:44])[C:36]([O:38][CH3:39])=[O:37]. The yield is 0.796. (3) The reactants are [CH3:1][O:2][C:3]1[C:8]2[N:9]=[C:10]([NH:12][C:13]([C:15]3[CH:38]=[CH:37][C:18]([CH2:19][N:20]([CH3:36])[CH2:21][CH2:22][O:23]C(=O)C4C=CC(OC)=C(OC)C=4)=[CH:17][CH:16]=3)=[O:14])[S:11][C:7]=2[C:6]([N:39]2[CH2:44][CH2:43][O:42][CH2:41][CH2:40]2)=[CH:5][CH:4]=1.C(O)C. The catalyst is [OH-].[Na+].O. The product is [OH:23][CH2:22][CH2:21][N:20]([CH2:19][C:18]1[CH:17]=[CH:16][C:15]([C:13]([NH:12][C:10]2[S:11][C:7]3[C:6]([N:39]4[CH2:44][CH2:43][O:42][CH2:41][CH2:40]4)=[CH:5][CH:4]=[C:3]([O:2][CH3:1])[C:8]=3[N:9]=2)=[O:14])=[CH:38][CH:37]=1)[CH3:36]. The yield is 0.480. (4) The reactants are [CH:1]([CH:3]1[CH2:7][CH2:6][N:5]([C:8]([O:10][C:11]([CH3:14])([CH3:13])[CH3:12])=[O:9])[CH2:4]1)=O.[CH3:15][NH2:16]. The catalyst is CO.C(Cl)Cl. The product is [CH3:15][NH:16][CH2:1][CH:3]1[CH2:7][CH2:6][N:5]([C:8]([O:10][C:11]([CH3:14])([CH3:13])[CH3:12])=[O:9])[CH2:4]1. The yield is 0.950.